Dataset: Reaction yield outcomes from USPTO patents with 853,638 reactions. Task: Predict the reaction yield, written as a fraction of the theoretical maximum amount of product (1.0 means a 100% yield; for example, 0.34 means a 34% yield). (1) The catalyst is C1COCC1.C(O)C.O. The product is [CH2:1]([NH:5][C:6]1[CH:15]=[C:14]2[C:9]([CH:10]=[C:11]([C:20]([OH:22])=[O:21])[CH:12]([C:16]([F:19])([F:17])[F:18])[O:13]2)=[CH:8][CH:7]=1)[CH:2]([CH3:4])[CH3:3]. The reactants are [CH2:1]([NH:5][C:6]1[CH:15]=[C:14]2[C:9]([CH:10]=[C:11]([C:20]([O:22]CC)=[O:21])[CH:12]([C:16]([F:19])([F:18])[F:17])[O:13]2)=[CH:8][CH:7]=1)[CH:2]([CH3:4])[CH3:3].[OH-].[Na+].Cl. The yield is 0.210. (2) The reactants are C1C=C(Cl)C=C(C(OO)=[O:9])C=1.[N:12]1[CH:17]=[CH:16][CH:15]=[C:14]2[CH2:18][N:19]([C:21]([O:23][CH2:24][CH3:25])=[O:22])[CH2:20][C:13]=12.O. The catalyst is C(Cl)Cl. The product is [N+:12]1([O-:9])[CH:17]=[CH:16][CH:15]=[C:14]2[CH2:18][N:19]([C:21]([O:23][CH2:24][CH3:25])=[O:22])[CH2:20][C:13]=12. The yield is 0.740.